Dataset: Peptide-MHC class I binding affinity with 185,985 pairs from IEDB/IMGT. Task: Regression. Given a peptide amino acid sequence and an MHC pseudo amino acid sequence, predict their binding affinity value. This is MHC class I binding data. (1) The peptide sequence is CCFHCQVC. The MHC is HLA-B07:02 with pseudo-sequence HLA-B07:02. The binding affinity (normalized) is 0. (2) The peptide sequence is RLASSLYVY. The MHC is HLA-A01:01 with pseudo-sequence HLA-A01:01. The binding affinity (normalized) is 0.213.